Predict the reactants needed to synthesize the given product. From a dataset of Full USPTO retrosynthesis dataset with 1.9M reactions from patents (1976-2016). (1) Given the product [N:27]1[C:26]2[NH:30][CH:31]=[CH:32][C:25]=2[C:24]([NH:23][C@H:21]2[CH2:22][N:17]([C:13](=[O:16])[CH:14]=[CH2:15])[CH2:18][CH:19]([C:52]#[N:53])[CH2:20]2)=[N:29][CH:28]=1, predict the reactants needed to synthesize it. The reactants are: C(N1CCCC(C#N)C1)(=O)C=C.[C:13]([N:17]1[CH2:22][C@H:21]([NH:23][C:24]2[C:25]3[CH:32]=[CH:31][N:30](C(C4C=CC=CC=4)(C4C=CC=CC=4)C4C=CC=CC=4)[C:26]=3[N:27]=[CH:28][N:29]=2)[CH2:20][CH:19]([C:52]#[N:53])[CH2:18]1)(=[O:16])[CH:14]=[CH2:15]. (2) Given the product [NH2:15][C:2]1[C:7]([C:8]#[N:9])=[C:6]([NH:10][CH3:11])[C:5]([N+:12]([O-:14])=[O:13])=[CH:4][CH:3]=1, predict the reactants needed to synthesize it. The reactants are: Cl[C:2]1[C:7]([C:8]#[N:9])=[C:6]([NH:10][CH3:11])[C:5]([N+:12]([O-:14])=[O:13])=[CH:4][CH:3]=1.[NH3:15].